Dataset: Full USPTO retrosynthesis dataset with 1.9M reactions from patents (1976-2016). Task: Predict the reactants needed to synthesize the given product. (1) Given the product [CH3:10][NH:11][C:12]([C@@H:14]1[CH2:19][CH2:18][CH2:17][CH2:16][C@@H:15]1[NH:20][C:4]1[C:5]([Cl:8])=[CH:6][N:7]=[C:2]([Cl:1])[N:3]=1)=[O:13], predict the reactants needed to synthesize it. The reactants are: [Cl:1][C:2]1[N:7]=[CH:6][C:5]([Cl:8])=[C:4](Cl)[N:3]=1.[CH3:10][NH:11][C:12]([C@@H:14]1[CH2:19][CH2:18][CH2:17][CH2:16][C@@H:15]1[NH2:20])=[O:13].C(N(CC)C(C)C)(C)C. (2) Given the product [F:1][CH2:2][C:3]1([C:10]([O:12][CH2:13][C:14]2[CH:15]=[CH:16][CH:17]=[CH:18][CH:19]=2)=[O:11])[CH2:8][CH2:7][C:6]([O:9][S:22]([C:21]([F:40])([F:39])[F:20])(=[O:24])=[O:23])=[CH:5][CH2:4]1, predict the reactants needed to synthesize it. The reactants are: [F:1][CH2:2][C:3]1([C:10]([O:12][CH2:13][C:14]2[CH:19]=[CH:18][CH:17]=[CH:16][CH:15]=2)=[O:11])[CH2:8][CH2:7][C:6](=[O:9])[CH2:5][CH2:4]1.[F:20][C:21]([F:40])([F:39])[S:22](N([S:22]([C:21]([F:40])([F:39])[F:20])(=[O:24])=[O:23])C1C=CC=CC=1)(=[O:24])=[O:23].C[Si](C)(C)[N-][Si](C)(C)C.[K+].C1(C)C=CC=CC=1.[Cl-].[NH4+]. (3) Given the product [O:8]=[CH:6][C@@H:5]([C@H:4]([C@@H:3]([C@@H:2]([CH2:1][OH:23])[OH:7])[OH:22])[OH:21])[OH:20], predict the reactants needed to synthesize it. The reactants are: [CH2:1]([OH:23])[C@H:2]1[O:7][C@@H:6]([O:8][C@H]2[C@H](O)[C@@H](O)[C@H](O)O[C@@H]2CO)[C@H:5]([OH:20])[C@@H:4]([OH:21])[C@@H:3]1[OH:22]. (4) Given the product [Br:18][C:6]1[C:5]2[N:4]=[CH:3][C:2]3[N:1]=[C:21]([CH2:20][O:22][CH2:23][CH3:24])[N:12]([CH2:13][C:14]([CH3:17])([OH:16])[CH3:15])[C:11]=3[C:10]=2[CH:9]=[CH:8][CH:7]=1, predict the reactants needed to synthesize it. The reactants are: [NH2:1][C:2]1[C:3](Cl)=[N:4][C:5]2[C:10]([C:11]=1[NH:12][CH2:13][C:14]([CH3:17])([OH:16])[CH3:15])=[CH:9][CH:8]=[CH:7][C:6]=2[Br:18].[CH2:20]([O:22][CH2:23][C:24](Cl)=O)[CH3:21].C(O)C.C(=O)([O-])[O-].[K+].[K+]. (5) Given the product [CH2:1]([O:4][C:5]1[CH:6]=[C:7]([CH:8]=[CH:9][C:10]=1[F:11])[O:12][C:14]1[CH:21]=[CH:20][C:17]([CH:18]=[O:19])=[CH:16][CH:15]=1)[CH:2]=[CH2:3], predict the reactants needed to synthesize it. The reactants are: [CH2:1]([O:4][C:5]1[CH:6]=[C:7]([OH:12])[CH:8]=[CH:9][C:10]=1[F:11])[CH:2]=[CH2:3].F[C:14]1[CH:21]=[CH:20][C:17]([CH:18]=[O:19])=[CH:16][CH:15]=1. (6) Given the product [Cl:11][C:12]1[S:16][C:15]([S:17]([NH:1][C:2]2[N:3]=[N:4][C:5]([Cl:10])=[CH:6][C:7]=2[O:8][CH3:9])(=[O:19])=[O:18])=[CH:14][CH:13]=1, predict the reactants needed to synthesize it. The reactants are: [NH2:1][C:2]1[N:3]=[N:4][C:5]([Cl:10])=[CH:6][C:7]=1[O:8][CH3:9].[Cl:11][C:12]1[S:16][C:15]([S:17](Cl)(=[O:19])=[O:18])=[CH:14][CH:13]=1.[H-].[Na+]. (7) Given the product [CH:1]1([CH2:7][C:8]2[N:9]=[N:10][N:11]([C@@H:13]3[C@H:17]4[O:18][CH2:19][C@H:20]([NH:21][C:27]([C:25]5[CH:26]=[N:22][NH:23][CH:24]=5)=[O:28])[C@H:16]4[O:15][CH2:14]3)[CH:12]=2)[CH2:2][CH2:3][CH2:4][CH2:5][CH2:6]1, predict the reactants needed to synthesize it. The reactants are: [CH:1]1([CH2:7][C:8]2[N:9]=[N:10][N:11]([C@@H:13]3[C@H:17]4[O:18][CH2:19][C@H:20]([NH2:21])[C@H:16]4[O:15][CH2:14]3)[CH:12]=2)[CH2:6][CH2:5][CH2:4][CH2:3][CH2:2]1.[NH:22]1[CH:26]=[C:25]([C:27](O)=[O:28])[CH:24]=[N:23]1. (8) Given the product [C:1]([N:21]([CH2:22][C:23]1[CH:28]=[C:27]([C:29]([F:30])([F:32])[F:31])[CH:26]=[C:25]([C:33]([F:34])([F:35])[F:36])[CH:24]=1)[CH:17]1[CH2:18][CH2:19][CH2:20][N:14]([C:12]([O:11][CH:8]([CH3:10])[CH3:9])=[O:13])[C:15]2[CH:40]=[CH:39][CH:38]=[C:37]([CH3:41])[C:16]1=2)(=[O:3])[CH3:2], predict the reactants needed to synthesize it. The reactants are: [C:1](OC(=O)C)(=[O:3])[CH3:2].[CH:8]([O:11][C:12]([N:14]1[CH2:20][CH2:19][CH2:18][CH:17]([NH:21][CH2:22][C:23]2[CH:28]=[C:27]([C:29]([F:32])([F:31])[F:30])[CH:26]=[C:25]([C:33]([F:36])([F:35])[F:34])[CH:24]=2)[C:16]2[C:37]([CH3:41])=[CH:38][CH:39]=[CH:40][C:15]1=2)=[O:13])([CH3:10])[CH3:9].N1C=CC=CC=1.Cl. (9) Given the product [C:22]([Si:19]([CH3:21])([CH3:20])[O:18][C:13]1[CH:14]=[CH:15][CH:16]=[CH:17][C:12]=1[CH:11]=[CH:10][C:9]([Cl:30])=[O:8])([CH3:25])([CH3:24])[CH3:23], predict the reactants needed to synthesize it. The reactants are: C([Si]([O:8][C:9](=O)[CH:10]=[CH:11][C:12]1[CH:17]=[CH:16][CH:15]=[CH:14][C:13]=1[O:18][Si:19]([C:22]([CH3:25])([CH3:24])[CH3:23])([CH3:21])[CH3:20])(C)C)(C)(C)C.C(Cl)(=O)C([Cl:30])=O.